From a dataset of Reaction yield outcomes from USPTO patents with 853,638 reactions. Predict the reaction yield, written as a fraction of the theoretical maximum amount of product (1.0 means a 100% yield; for example, 0.34 means a 34% yield). (1) The reactants are [OH:1][CH2:2][CH2:3][N:4]1[CH2:9][CH2:8][NH:7][CH2:6][CH2:5]1.[C:10](O[C:10]([O:12][C:13]([CH3:16])([CH3:15])[CH3:14])=[O:11])([O:12][C:13]([CH3:16])([CH3:15])[CH3:14])=[O:11]. The catalyst is C(Cl)Cl. The product is [C:13]([O:12][C:10]([N:7]1[CH2:8][CH2:9][N:4]([CH2:3][CH2:2][OH:1])[CH2:5][CH2:6]1)=[O:11])([CH3:16])([CH3:15])[CH3:14]. The yield is 0.990. (2) The reactants are [Cl:1][C:2]1[CH:9]=[CH:8][C:5]([C:6]#[N:7])=[CH:4][C:3]=1[N+:10]([O-])=O.O.O.[Sn](Cl)(Cl)(Cl)Cl. No catalyst specified. The product is [NH2:10][C:3]1[CH:4]=[C:5]([CH:8]=[CH:9][C:2]=1[Cl:1])[C:6]#[N:7]. The yield is 0.980. (3) The yield is 0.680. The reactants are [C:1]([C:3]1[CH:4]=[C:5]2[C:9](=[CH:10][CH:11]=1)[NH:8][C:7]([OH:12])=[C:6]2[C:13]1[CH:24]=[CH:23][C:16]([C:17](N(OC)C)=[O:18])=[CH:15][N:14]=1)#[N:2].[H-].[H-].[H-].[H-].[Li+].[Al+3]. The catalyst is C1COCC1.C(OCC)(=O)C. The product is [CH:17]([C:16]1[CH:23]=[CH:24][C:13]([C:6]2[C:5]3[C:9](=[CH:10][CH:11]=[C:3]([C:1]#[N:2])[CH:4]=3)[NH:8][C:7]=2[OH:12])=[N:14][CH:15]=1)=[O:18]. (4) The reactants are [C:1]([O:4][CH2:5][C:6]1[CH:11]=[C:10](OS(C(F)(F)F)(=O)=O)[C:9]([O:20][CH2:21][C:22]2[CH:27]=[CH:26][C:25]([O:28][CH3:29])=[CH:24][CH:23]=2)=[CH:8][N:7]=1)(=[O:3])[CH3:2].C1C=CC(P(C2C=CC3C(=CC=CC=3)C=2C2C3C(=CC=CC=3)C=CC=2P(C2C=CC=CC=2)C2C=CC=CC=2)C2C=CC=CC=2)=CC=1.[CH3:76][C:77]([S-:80])([CH3:79])[CH3:78].[Na+]. The catalyst is C1(C)C=CC=CC=1.C([O-])(=O)C.[Pd+2].C([O-])(=O)C. The product is [C:1]([O:4][CH2:5][C:6]1[CH:11]=[C:10]([S:80][C:77]([CH3:79])([CH3:78])[CH3:76])[C:9]([O:20][CH2:21][C:22]2[CH:23]=[CH:24][C:25]([O:28][CH3:29])=[CH:26][CH:27]=2)=[CH:8][N:7]=1)(=[O:3])[CH3:2]. The yield is 1.00. (5) The reactants are [Si:1]([O:8][CH2:9][C:10]1[C:11](=[O:17])[NH:12][C:13](=[O:16])[NH:14][CH:15]=1)([C:4]([CH3:7])([CH3:6])[CH3:5])([CH3:3])[CH3:2].[CH2:18]([N:24]=[C:25]=[O:26])[CH2:19][CH2:20][CH2:21][CH2:22][CH3:23]. The catalyst is CN(C1C=CN=CC=1)C. The product is [Si:1]([O:8][CH2:9][C:10]1[C:11](=[O:17])[NH:12][C:13](=[O:16])[N:14]([C:25]([NH:24][CH2:18][CH2:19][CH2:20][CH2:21][CH2:22][CH3:23])=[O:26])[CH:15]=1)([C:4]([CH3:7])([CH3:5])[CH3:6])([CH3:3])[CH3:2]. The yield is 0.730.